The task is: Predict the reactants needed to synthesize the given product.. This data is from Full USPTO retrosynthesis dataset with 1.9M reactions from patents (1976-2016). (1) Given the product [O:38]1[CH2:37][CH2:41][CH2:42][CH2:32][CH:39]1[CH2:40][N:1]1[C:9]2[C:4](=[CH:5][CH:6]=[CH:7][CH:8]=2)[C:3]2([C:21]3[C:12](=[CH:13][C:14]4[O:19][CH2:18][CH2:17][O:16][C:15]=4[CH:20]=3)[O:11][CH2:10]2)[C:2]1=[O:22], predict the reactants needed to synthesize it. The reactants are: [NH:1]1[C:9]2[C:4](=[CH:5][CH:6]=[CH:7][CH:8]=2)[C:3]2([C:21]3[C:12](=[CH:13][C:14]4[O:19][CH2:18][CH2:17][O:16][C:15]=4[CH:20]=3)[O:11][CH2:10]2)[C:2]1=[O:22].N1C2C(=CC=CC=2)C2(COC3C=[C:37]4[C:41](=[CH:42][C:32]2=3)[CH2:40][CH2:39][O:38]4)C1=O. (2) Given the product [NH2:35][C:31]1[CH:30]=[C:29]([CH:34]=[CH:33][CH:32]=1)[O:28][C:13]1[C:14]2[CH:19]=[CH:18][N:17]([CH2:20][OH:21])[C:15]=2[N:16]=[C:11]([NH:10][C:8]2[CH:7]=[N:6][N:5]([CH2:4][CH2:3][N:2]([CH3:43])[CH3:1])[CH:9]=2)[N:12]=1, predict the reactants needed to synthesize it. The reactants are: [CH3:1][N:2]([CH3:43])[CH2:3][CH2:4][N:5]1[CH:9]=[C:8]([NH:10][C:11]2[N:12]=[C:13]([O:28][C:29]3[CH:30]=[C:31]([NH:35]C(=O)OC(C)(C)C)[CH:32]=[CH:33][CH:34]=3)[C:14]3[CH:19]=[CH:18][N:17]([CH2:20][O:21]CC[Si](C)(C)C)[C:15]=3[N:16]=2)[CH:7]=[N:6]1.C(O)(C(F)(F)F)=O. (3) Given the product [CH2:1]([N:3]1[C:4]2[CH:9]=[CH:8][N:7]=[CH:6][C:5]=2[N:10]=[C:14]1[CH2:13][C:11]#[N:12])[CH3:2], predict the reactants needed to synthesize it. The reactants are: [CH2:1]([NH:3][C:4]1[CH:9]=[CH:8][N:7]=[CH:6][C:5]=1[NH2:10])[CH3:2].[C:11]([CH2:13][C:14](OCC)=O)#[N:12]. (4) Given the product [C:29]([O:33][C:34]([N:36]1[CH2:41][CH2:40][CH:39]([C:42]2[CH:43]=[C:44]([CH:45]=[CH:46][CH:47]=2)[NH:48][C:20](=[O:21])[CH2:19][CH2:18][CH2:17][NH:16][C:14]([N:13]2[CH:8]([C:5]3[CH:6]=[CH:7][C:2]([F:1])=[CH:3][CH:4]=3)[C:9]([C:25]([O:27][CH3:28])=[O:26])=[C:10]([CH3:24])[NH:11][C:12]2=[O:23])=[O:15])[CH2:38][CH2:37]1)=[O:35])([CH3:32])([CH3:30])[CH3:31], predict the reactants needed to synthesize it. The reactants are: [F:1][C:2]1[CH:7]=[CH:6][C:5]([CH:8]2[N:13]([C:14]([NH:16][CH2:17][CH2:18][CH2:19][C:20](O)=[O:21])=[O:15])[C:12](=[O:23])[NH:11][C:10]([CH3:24])=[C:9]2[C:25]([O:27][CH3:28])=[O:26])=[CH:4][CH:3]=1.[C:29]([O:33][C:34]([N:36]1[CH2:41][CH2:40][CH:39]([C:42]2[CH:47]=[CH:46][CH:45]=[C:44]([NH2:48])[CH:43]=2)[CH2:38][CH2:37]1)=[O:35])([CH3:32])([CH3:31])[CH3:30].Cl.CN(C)CCCN=C=NCC.C(Cl)Cl. (5) Given the product [CH:8]1([CH2:12][N:13]([C:14]2[N:19]=[C:18]3[N:20]([CH3:24])[N:21]=[C:22]([CH3:23])[C:17]3=[CH:16][C:15]=2[CH2:25][NH:7][C:4]2[CH:3]=[C:2]([CH3:1])[O:6][N:5]=2)[CH2:27][CH3:28])[CH2:11][CH2:10][CH2:9]1, predict the reactants needed to synthesize it. The reactants are: [CH3:1][C:2]1[O:6][N:5]=[C:4]([NH2:7])[CH:3]=1.[CH:8]1([CH2:12][N:13]([CH2:27][CH3:28])[C:14]2[N:19]=[C:18]3[N:20]([CH3:24])[N:21]=[C:22]([CH3:23])[C:17]3=[CH:16][C:15]=2[CH:25]=O)[CH2:11][CH2:10][CH2:9]1.C(O[BH-](OC(=O)C)OC(=O)C)(=O)C.[Na+].